Task: Predict the product of the given reaction.. Dataset: Forward reaction prediction with 1.9M reactions from USPTO patents (1976-2016) (1) Given the reactants [NH2:1][C:2]1[CH:3]=[C:4]([C:9]([C:11]2[CH:12]=[N:13][CH:14]=[CH:15][CH:16]=2)=[O:10])[CH:5]=[C:6]([Br:8])[CH:7]=1.ClC(OC1C=CC([N+]([O-])=O)=CC=1)=[O:19].[CH:30]([N:33]([CH:36](C)C)[CH2:34]C)(C)C.CNC, predict the reaction product. The product is: [Br:8][C:6]1[CH:7]=[C:2]([NH:1][C:34](=[O:19])[N:33]([CH3:36])[CH3:30])[CH:3]=[C:4]([C:9]([C:11]2[CH:12]=[N:13][CH:14]=[CH:15][CH:16]=2)=[O:10])[CH:5]=1. (2) Given the reactants CN(C)C=O.[OH:6][CH2:7][C:8]1[CH:13]=[CH:12][CH:11]=[CH:10][N:9]=1.[H-].[Na+].[F:16][C:17]1[CH:18]=[C:19]([CH:22]=[CH:23][C:24]=1F)[CH:20]=[O:21], predict the reaction product. The product is: [F:16][C:17]1[CH:18]=[C:19]([CH:22]=[CH:23][C:24]=1[O:6][CH2:7][C:8]1[CH:13]=[CH:12][CH:11]=[CH:10][N:9]=1)[CH:20]=[O:21]. (3) Given the reactants N(OC(C)(C)C)=O.[F:8][C:9]1[CH:10]=[C:11]([CH:13]=[CH:14][C:15]=1[O:16][C:17]1[C:25]2[C:20](=[CH:21][CH:22]=[CH:23][CH:24]=2)[N:19]([CH2:26][C:27]2[CH:32]=[CH:31][C:30]([O:33][CH3:34])=[CH:29][CH:28]=2)[N:18]=1)N.Cl, predict the reaction product. The product is: [F:8][C:9]1[CH:10]=[CH:11][CH:13]=[CH:14][C:15]=1[O:16][C:17]1[C:25]2[C:20](=[CH:21][CH:22]=[CH:23][CH:24]=2)[N:19]([CH2:26][C:27]2[CH:32]=[CH:31][C:30]([O:33][CH3:34])=[CH:29][CH:28]=2)[N:18]=1. (4) Given the reactants C=O.O.[Cl:4][C:5]1[C:6]([CH3:31])=[C:7]([CH:25]2[CH2:30][CH2:29][NH:28][CH2:27][CH2:26]2)[C:8]([O:23][CH3:24])=[C:9]([CH:11]([NH:13][C:14]2[N:22]=[CH:21][N:20]=[C:19]3[C:15]=2[N:16]=[CH:17][NH:18]3)[CH3:12])[CH:10]=1.[CH3:32]CN(C(C)C)C(C)C.C(O[BH-](OC(=O)C)OC(=O)C)(=O)C.[Na+], predict the reaction product. The product is: [Cl:4][C:5]1[C:6]([CH3:31])=[C:7]([CH:25]2[CH2:30][CH2:29][N:28]([CH3:32])[CH2:27][CH2:26]2)[C:8]([O:23][CH3:24])=[C:9]([CH:11]([NH:13][C:14]2[N:22]=[CH:21][N:20]=[C:19]3[C:15]=2[N:16]=[CH:17][NH:18]3)[CH3:12])[CH:10]=1. (5) Given the reactants [CH3:1][O:2][C:3]1[CH:4]=[C:5]([N:9]2[CH2:14][CH2:13][NH:12][CH2:11][CH2:10]2)[CH:6]=[CH:7][CH:8]=1.[C:15]1([C:23]2[CH:28]=[CH:27][CH:26]=[CH:25][CH:24]=2)[C:16]([CH:21]=O)=[CH:17][CH:18]=[CH:19][CH:20]=1.[BH-](OC(C)=O)(OC(C)=O)OC(C)=O.[Na+].C1(C2C=CC=CC=2)C=CC=CC=1CN1CCN(C2C=CC=CC=2)CC1, predict the reaction product. The product is: [C:15]1([C:23]2[CH:24]=[CH:25][CH:26]=[CH:27][CH:28]=2)[CH:20]=[CH:19][CH:18]=[CH:17][C:16]=1[CH2:21][N:12]1[CH2:13][CH2:14][N:9]([C:5]2[CH:6]=[CH:7][CH:8]=[C:3]([O:2][CH3:1])[CH:4]=2)[CH2:10][CH2:11]1. (6) Given the reactants [Cl:1][C:2]1[C:3]2[N:12]([C:13]3[C:18]([F:19])=[CH:17][CH:16]=[CH:15][C:14]=3[F:20])[N:11]=[C:10]([C:21]3[CH:30]=[CH:29][C:24]([C:25]([O:27]C)=[O:26])=[CH:23][CH:22]=3)[C:4]=2[C:5]([O:8][CH3:9])=[N:6][CH:7]=1.CO.[OH-].[Na+].Cl, predict the reaction product. The product is: [Cl:1][C:2]1[C:3]2[N:12]([C:13]3[C:18]([F:19])=[CH:17][CH:16]=[CH:15][C:14]=3[F:20])[N:11]=[C:10]([C:21]3[CH:22]=[CH:23][C:24]([C:25]([OH:27])=[O:26])=[CH:29][CH:30]=3)[C:4]=2[C:5]([O:8][CH3:9])=[N:6][CH:7]=1.